Dataset: Reaction yield outcomes from USPTO patents with 853,638 reactions. Task: Predict the reaction yield, written as a fraction of the theoretical maximum amount of product (1.0 means a 100% yield; for example, 0.34 means a 34% yield). No catalyst specified. The product is [Br:1][C:2]1[CH:7]=[CH:6][C:5]([C@@H:8]([N:10]2[CH2:15][CH2:14][C:13]([CH2:19][CH2:20][C:21]([O:23][CH3:29])=[O:22])([CH:16]([CH3:17])[CH3:18])[O:12][C:11]2=[O:24])[CH3:9])=[CH:4][CH:3]=1. The yield is 0.960. The reactants are [Br:1][C:2]1[CH:7]=[CH:6][C:5]([C@@H:8]([N:10]2[CH2:15][CH2:14][C:13]([CH2:19][CH2:20][C:21]([OH:23])=[O:22])([CH:16]([CH3:18])[CH3:17])[O:12][C:11]2=[O:24])[CH3:9])=[CH:4][CH:3]=1.O=S(Cl)Cl.[CH3:29]O.